From a dataset of Catalyst prediction with 721,799 reactions and 888 catalyst types from USPTO. Predict which catalyst facilitates the given reaction. (1) Product: [C:24]1([NH:23][C:22]([C:19]2[CH:20]=[CH:21][C:15]3[N:14]=[C:13]([C:9]4[C:8]([CH3:35])=[CH:7][C:6]([CH2:5][CH2:4][C:3]([OH:36])=[O:2])=[CH:11][C:10]=4[CH3:12])[NH:17][C:16]=3[CH:18]=2)=[O:34])[C:33]2[C:28](=[CH:29][CH:30]=[CH:31][CH:32]=2)[CH:27]=[CH:26][N:25]=1. The catalyst class is: 5. Reactant: C[O:2][C:3](=[O:36])[CH2:4][CH2:5][C:6]1[CH:11]=[C:10]([CH3:12])[C:9]([C:13]2[NH:17][C:16]3[CH:18]=[C:19]([C:22](=[O:34])[NH:23][C:24]4[C:33]5[C:28](=[CH:29][CH:30]=[CH:31][CH:32]=5)[CH:27]=[CH:26][N:25]=4)[CH:20]=[CH:21][C:15]=3[N:14]=2)=[C:8]([CH3:35])[CH:7]=1.[OH-].[Na+].Cl. (2) Reactant: [Cl:1][C:2]1[CH:3]=[CH:4][C:5]([CH:12]=C)=[C:6]([CH:11]=1)[C:7]([O:9][CH3:10])=[O:8].[O:14]=[O+][O-].CSC. Product: [Cl:1][C:2]1[CH:3]=[CH:4][C:5]([CH:12]=[O:14])=[C:6]([CH:11]=1)[C:7]([O:9][CH3:10])=[O:8]. The catalyst class is: 2. (3) Reactant: [C:1]([O:9][CH3:10])(=[O:8])[C:2]1[CH:7]=[CH:6][N:5]=[CH:4][CH:3]=1.S(=O)(=O)(O)O.S(OOS([O-])(=O)=O)([O-])(=O)=O.[NH4+].[NH4+].[CH3:28][OH:29]. The catalyst class is: 6. Product: [OH:29][CH2:28][C:4]1[CH:3]=[C:2]([CH:7]=[CH:6][N:5]=1)[C:1]([O:9][CH3:10])=[O:8]. (4) Reactant: [C:1]([NH:9][C:10]1[C:11]2[N:12]=[CH:13][N:14]([C:33]=2[N:34]=[CH:35][N:36]=1)[C@@H:15]1[O:32][C@H:22]([CH2:23][O:24][Si](C(C)(C)C)(C)C)[C@@H:17]([O:18][CH2:19]SC)[CH2:16]1)(=[O:8])[C:2]1[CH:7]=[CH:6][CH:5]=[CH:4][CH:3]=1.C1CCCCC=1.[C@@H]1(N2C3N=CN=C(N)C=3N=C2)O[C@H](CO)[C@@H](O)C1.[N-:61]=[N+:62]=[N-:63].[Na+].[NH4+].[F-]. Product: [C:1]([NH:9][C:10]1[C:11]2[N:12]=[CH:13][N:14]([C:33]=2[N:34]=[CH:35][N:36]=1)[C@@H:15]1[O:32][C@H:22]([CH2:23][OH:24])[C@@H:17]([O:18][CH2:19][N:61]=[N+:62]=[N-:63])[CH2:16]1)(=[O:8])[C:2]1[CH:7]=[CH:6][CH:5]=[CH:4][CH:3]=1. The catalyst class is: 2. (5) Reactant: [O-:1][N+:2]1[C:7]2[CH:8]=[C:9]3[C:13](=[CH:14][C:6]=2[N:5]=[C:4]([CH2:15][CH2:16][CH2:17][OH:18])[N:3]=1)[CH2:12][CH2:11][CH2:10]3.[C:19]([NH:26][C@H:27]([C:31](O)=[O:32])[CH:28]([CH3:30])[CH3:29])([O:21][C:22]([CH3:25])([CH3:24])[CH3:23])=[O:20].C1CCC(N=C=NC2CCCCC2)CC1. Product: [C:22]([O:21][C:19]([NH:26][CH:27]([CH:28]([CH3:30])[CH3:29])[C:31]([O:18][CH2:17][CH2:16][CH2:15][C:4]1[N:3]=[N+:2]([O-:1])[C:7]2[CH:8]=[C:9]3[C:13]([CH2:12][CH2:11][CH2:10]3)=[CH:14][C:6]=2[N:5]=1)=[O:32])=[O:20])([CH3:25])([CH3:24])[CH3:23]. The catalyst class is: 79.